The task is: Binary Classification. Given a T-cell receptor sequence (or CDR3 region) and an epitope sequence, predict whether binding occurs between them.. This data is from TCR-epitope binding with 47,182 pairs between 192 epitopes and 23,139 TCRs. (1) The epitope is KAFSPEVIPMF. The TCR CDR3 sequence is CASRAQGPIYEQYF. Result: 1 (the TCR binds to the epitope). (2) The TCR CDR3 sequence is CASSPWGNEKLFF. Result: 0 (the TCR does not bind to the epitope). The epitope is RLYYDSMSY. (3) The epitope is EILDITPCSF. The TCR CDR3 sequence is CASSFLQGASYEQYF. Result: 0 (the TCR does not bind to the epitope).